This data is from Catalyst prediction with 721,799 reactions and 888 catalyst types from USPTO. The task is: Predict which catalyst facilitates the given reaction. (1) Reactant: [F:1][CH2:2][CH:3]([O:6][C:7]1[CH:8]=[C:9]([CH:19]=[C:20]([O:22]CC2C=CC=CC=2)[CH:21]=1)[C:10]([NH:12][C:13]1[CH:17]=[CH:16][N:15]([CH3:18])[N:14]=1)=[O:11])[CH2:4][F:5]. Product: [F:5][CH2:4][CH:3]([O:6][C:7]1[CH:8]=[C:9]([CH:19]=[C:20]([OH:22])[CH:21]=1)[C:10]([NH:12][C:13]1[CH:17]=[CH:16][N:15]([CH3:18])[N:14]=1)=[O:11])[CH2:2][F:1]. The catalyst class is: 63. (2) Reactant: [C:1]([O:5][C:6](=[O:49])[NH:7][C@H:8]([C@@H:30]1[O:34][C:33](=[O:35])[N:32]([C:36]2([C:39]3[CH:44]=[CH:43][CH:42]=[C:41]([C:45]([CH3:48])([CH3:47])[CH3:46])[CH:40]=3)[CH2:38][CH2:37]2)[CH2:31]1)[CH2:9][C:10]1[CH:15]=[CH:14][C:13]([NH:16]/[C:17](/SC)=[CH:18]/[C:19]([C:21]2[CH:26]=[CH:25][C:24]([F:27])=[CH:23][CH:22]=2)=[O:20])=[CH:12][CH:11]=1)([CH3:4])([CH3:3])[CH3:2].Cl.[NH2:51]O.C([O-])([O-])=O.[Na+].[Na+]. Product: [C:1]([O:5][C:6](=[O:49])[NH:7][C@H:8]([C@@H:30]1[O:34][C:33](=[O:35])[N:32]([C:36]2([C:39]3[CH:44]=[CH:43][CH:42]=[C:41]([C:45]([CH3:48])([CH3:47])[CH3:46])[CH:40]=3)[CH2:38][CH2:37]2)[CH2:31]1)[CH2:9][C:10]1[CH:15]=[CH:14][C:13]([NH:16][C:17]2[CH:18]=[C:19]([C:21]3[CH:26]=[CH:25][C:24]([F:27])=[CH:23][CH:22]=3)[O:20][N:51]=2)=[CH:12][CH:11]=1)([CH3:4])([CH3:3])[CH3:2]. The catalyst class is: 14.